This data is from Reaction yield outcomes from USPTO patents with 853,638 reactions. The task is: Predict the reaction yield, written as a fraction of the theoretical maximum amount of product (1.0 means a 100% yield; for example, 0.34 means a 34% yield). (1) The yield is 1.00. The catalyst is C(Cl)Cl. The reactants are [C:1]([O:5][C:6](=[O:9])[CH2:7][NH2:8])([CH3:4])([CH3:3])[CH3:2].[CH3:10][O:11][C:12](=[O:19])[C:13]([CH3:18])([CH3:17])[CH2:14][CH:15]=O. The product is [CH3:10][O:11][C:12](=[O:19])[C:13]([CH3:18])([CH3:17])[CH2:14]/[CH:15]=[N:8]/[CH2:7][C:6]([O:5][C:1]([CH3:4])([CH3:3])[CH3:2])=[O:9]. (2) The reactants are [Cl:1][C:2]1[CH:30]=[CH:29][C:5]([CH2:6][C:7]2[N:8]=[C:9]([C:17]3[C:18]([CH3:28])=[N:19][N:20]4[CH:25]=[CH:24][C:23]([CH2:26][NH2:27])=[CH:22][C:21]=34)[S:10][C:11]=2[C:12]2[NH:16][CH:15]=[N:14][N:13]=2)=[CH:4][CH:3]=1.Cl.[N:32]1([C:37](N)=[NH:38])C=CC=N1.C(N(CC)C(C)C)(C)C. The catalyst is CN(C)C=O.O.CO.CCOC(C)=O. The product is [Cl:1][C:2]1[CH:3]=[CH:4][C:5]([CH2:6][C:7]2[N:8]=[C:9]([C:17]3[C:18]([CH3:28])=[N:19][N:20]4[CH:25]=[CH:24][C:23]([CH2:26][NH:27][C:37]([NH2:38])=[NH:32])=[CH:22][C:21]=34)[S:10][C:11]=2[C:12]2[NH:16][CH:15]=[N:14][N:13]=2)=[CH:29][CH:30]=1. The yield is 0.300. (3) The reactants are C[O:2][C:3]([C:5]1[CH:10]=[N:9][CH:8]=[CH:7][N:6]=1)=O.O.[NH2:12][NH2:13]. The catalyst is CCO. The product is [N:6]1[CH:7]=[CH:8][N:9]=[CH:10][C:5]=1[C:3]([NH:12][NH2:13])=[O:2]. The yield is 1.00. (4) The product is [Br:1][C:2]1[C:7]([C:19]2([OH:21])[CH2:20][O:17][CH2:18]2)=[C:6]([Cl:8])[CH:5]=[CH:4][N:3]=1. The yield is 0.450. The reactants are [Br:1][C:2]1[CH:7]=[C:6]([Cl:8])[CH:5]=[CH:4][N:3]=1.[Li+].CC([N-]C(C)C)C.[O:17]1[CH2:20][C:19](=[O:21])[CH2:18]1.[NH4+].[Cl-]. The catalyst is C1COCC1.CC(=O)OCC. (5) The reactants are [N:1]1([C:6]2[N:7]=[CH:8][C:9]([C:12]([OH:14])=O)=[N:10][CH:11]=2)[CH:5]=[N:4][CH:3]=[N:2]1.C(#N)C.C(Cl)(=O)C(Cl)=O.[NH2:24][C:25]1[CH:26]=[CH:27][C:28]([F:46])=[C:29]([C@:31]23[CH2:39][O:38][C@H:37]([C:40]([F:44])([F:43])[CH2:41][CH3:42])[C@H:36]2[CH2:35][S:34][C:33]([NH2:45])=[N:32]3)[CH:30]=1. The catalyst is C(O)C.O.C(Cl)(Cl)Cl.CN(C)C=O. The product is [NH2:45][C:33]1[S:34][CH2:35][C@@H:36]2[C@@H:37]([C:40]([F:44])([F:43])[CH2:41][CH3:42])[O:38][CH2:39][C@:31]2([C:29]2[CH:30]=[C:25]([NH:24][C:12]([C:9]3[CH:8]=[N:7][C:6]([N:1]4[CH:5]=[N:4][CH:3]=[N:2]4)=[CH:11][N:10]=3)=[O:14])[CH:26]=[CH:27][C:28]=2[F:46])[N:32]=1. The yield is 0.310.